This data is from Peptide-MHC class I binding affinity with 185,985 pairs from IEDB/IMGT. The task is: Regression. Given a peptide amino acid sequence and an MHC pseudo amino acid sequence, predict their binding affinity value. This is MHC class I binding data. (1) The peptide sequence is RIRQGLERA. The MHC is HLA-B18:01 with pseudo-sequence HLA-B18:01. The binding affinity (normalized) is 0. (2) The peptide sequence is PEDDGTDWF. The MHC is HLA-A23:01 with pseudo-sequence HLA-A23:01. The binding affinity (normalized) is 0.0847. (3) The peptide sequence is TSEHGGRAY. The MHC is HLA-B08:01 with pseudo-sequence HLA-B08:01. The binding affinity (normalized) is 0.0847. (4) The peptide sequence is KAIGTVLV. The MHC is HLA-B07:02 with pseudo-sequence HLA-B07:02. The binding affinity (normalized) is 0.